From a dataset of Drug-target binding data from BindingDB using IC50 measurements. Regression. Given a target protein amino acid sequence and a drug SMILES string, predict the binding affinity score between them. We predict pIC50 (pIC50 = -log10(IC50 in M); higher means more potent). Dataset: bindingdb_ic50. (1) The small molecule is CCOC(=O)CNC(=O)C(C1CC1)n1c(C(=O)c2ccccc2)nc2cc(Br)c(Br)cc21. The target protein sequence is MASQPNSSAKKKEEKGKNIQVVVRCRPFNLAERKASAHSIVECDPVRKEVSVRTGGLADKSSRKTYTFDMVFGASTKQIDVYRSVVCPILDEVIMGYNCTIFAYGQTGTGKTFTMEGERSPNEEYTWEEDPLAGIIPRTLHQIFEKLTDNGTEFSVKVSLLEIYNEELFDLLNPSSDVSERLQMFDDPRNKRGVIIKGLEEITVHNKDEVYQILEKGAAKRTTAATLMNAYSSRSHSVFSVTIHMKETTIDGEELVKIGKLNLVDLAGSENIGRSGAVDKRAREAGNINQSLLTLGRVITALVERTPHVPYRESKLTRILQDSLGGRTRTSIIATISPASLNLEETLSTLEYAHRAKNILNKPEVNQKLTKKALIKEYTEEIERLKRDLAAAREKNGVYISEENFRVMSGKLTVQEEQIVELIEKIGAVEEELNRVTELFMDNKNELDQCKSDLQNKTQELETTQKHLQETKLQLVKEEYITSALESTEEKLHDAASKLL.... The pIC50 is 5.8. (2) The compound is CCCCCCCCCCCC[C@@H](O)[C@H]1CC[C@H]([C@H](O)CCCCCCCCCCCCC2=C[C@@H](C(F)(F)F)OC2=O)O1. The target protein (P03887) has sequence MFMINILMLIIPILLAVAFLTLVERKVLGYMQLRKGPNVVGPYGLLQPIADAIKLFIKEPLRPATSSASMFILAPIMALGLALTMWIPLPMPYPLINMNLGVLFMLAMSSLAVYSILWSGWASNSKYALIGALRAVAQTISYEVTLAIILLSVLLMSGSFTLSTLITTQEQMWLILPAWPLAMMWFISTLAETNRAPFDLTEGESELVSGFNVEYAAGPFALFFMAEYANIIMMNIFTAILFLGTSHNPHMPELYTINFTIKSLLLTMSFLWIRASYPRFRYDQLMHLLWKNFLPLTLALCMWHVSLPILTSGIPPQT. The pIC50 is 6.2. (3) The compound is CN(C)c1ccc(/C=C2\C(=O)Nc3ccccc32)cc1. The target protein sequence is GVDYKYKQKPKYQVRWKIIESYEGNSYTFIDPTQLPYNEKWEFPRNNLQFGKTLGAGAFGKVVEATAFGLGKEDAVLKVAVKMLKSTAHADEKEALMSELKIMSHLGQHENIVNLLGACTHGGPVLVITEYCCYGDLLNFLRRKSRVLETDPAFAIANSTASTRDLLHFSSQVAQGMAFLASKNCIHRDVAARNVLLTNGHVAKIGDFGLARDIMNDSNYIVKGNARLPVKWMAPESIFDCVYTVQSDVWSYGILLWEIFSLGLNPYPGILVNSKFYKLVKDGYQMAQPAFAPKNIYSIMQACWALEPTHRPTFQQICSFLQEQAQEDRRERD. The pIC50 is 5.3. (4) The small molecule is Cc1cncc2cccc(S(=O)(=O)N3CCCNC[C@@H]3C)c12. The target protein sequence is MGNAAAAKKGSEQESVKEFLAKAKEDFLKKWENPAQNTAHLDQFERIKTLGTGSFGRVMLVKHMETGNHYAMKILDKQKVVKLKQIEHTLNEKRILQAVNFPFLVKLEFSFKDNSNLYMVMEYVPGGEMFSHLRRIGRFSEPHARFYAAQIVLTFEYLHSLDLIYRDLKPENLLIDQQGYIQVADFGFAKRVKGRTWTLCGTPEYLAPEIILSKGYNKAVDWWALGVLIYEMAAGYPPFFADQPIQIYEKIVSGKVRFPSHFSSDLKDLLRNLLQVDLTKRFGNLKNGVNDIKNHKWFATTDWIAIYQRKVEAPFIPKFKGPGDTSNFDDYEEEEIRVSINEKCGKEFSEF. The pIC50 is 7.0. (5) The small molecule is O=C1CCC(N2Cc3c(OCc4ccc(CN5CCOCC5)cc4)cccc3C2=O)C(=O)N1. The target protein (P10147) has sequence MQVSTAALAVLLCTMALCNQFSASLAADTPTACCFSYTSRQIPQNFIADYFETSSQCSKPGVIFLTKRSRQVCADPSEEWVQKYVSDLELSA. The pIC50 is 6.7. (6) The pIC50 is 6.8. The target protein (O95263) has sequence MGCAPSIHVSQSGVIYCRDSDESSSPRQTTSVSQGPAAPLPGLFVQTDAADAIPPSRASGPPSVARVRRARTELGSGSSAGSAAPAATTSRGRRRHCCSSAEAETQTCYTSVKQVSSAEVRIGPMRLTQDPIQVLLIFAKEDSQSDGFWWACDRAGYRCNIARTPESALECFLDKHHEIIVIDHRQTQNFDAEAVCRSIRATNPSEHTVILAVVSRVSDDHEEASVLPLLHAGFNRRFMENSSIIACYNELIQIEHGEVRSQFKLRACNSVFTALDHCHEAIEITSDDHVIQYVNPAFERMMGYHKGELLGKELADLPKSDKNRADLLDTINTCIKKGKEWQGVYYARRKSGDSIQQHVKITPVIGQGGKIRHFVSLKKLCCTTDNNKQIHKIHRDSGDNSQTEPHSFRYKNRRKESIDVKSISSRGSDAPSLQNRRYPSMARIHSMTIEAPITKVINIINAAQENSPVTVAEALDRVLEILRTTELYSPQLGTKDEDPH.... The drug is Cc1oc(-c2ccccc2)nc1CN1CCC[C@@H](C(=O)NC[C@H]2CCCO2)C1. (7) The compound is CCCCCCCCCCC[C@@H](C[C@@H]1OC(=O)[C@H]1CCCCCC)OC(=O)[C@H](CC(C)C)NC=O. The target protein (Q9BV23) has sequence MDLDVVNMFVIAGGTLAIPILAFVASFLLWPSALIRIYYWYWRRTLGMQVRYVHHEDYQFCYSFRGRPGHKPSILMLHGFSAHKDMWLSVVKFLPKNLHLVCVDMPGHEGTTRSSLDDLSIDGQVKRIHQFVECLKLNKKPFHLVGTSMGGQVAGVYAAYYPSDVSSLCLVCPAGLQYSTDNQFVQRLKELQGSAAVEKIPLIPSTPEEMSEMLQLCSYVRFKVPQQILQGLVDVRIPHNNFYRKLFLEIVSEKSRYSLHQNMDKIKVPTQIIWGKQDQVLDVSGADMLAKSIANCQVELLENCGHSVVMERPRKTAKLIIDFLASVHNTDNNKKLD. The pIC50 is 7.8. (8) The pIC50 is 5.0. The compound is Cc1ccc(N)c(S(=O)(=O)CC(N)C(=O)O)c1. The target protein (P70712) has sequence MEPSPLELPVDAVRRIATELNCDPTDERVALRLDEEDKLKRFKDCFYIPKMRDLPSIDLSLVNEDDNAIYFLGNSLGLQPKMVKTYLEEELDKWAKIGAYGHEVGKRPWIIGDESIVSLMKDIVGAHEKEIALMNALTVNLHLLLLSFFKPTPKRHKILLEAKAFPSDHYAIESQIQLHGLDVEKSMRMIKPREGEETLRMEDILEVIEKEGDSIAVVLFSGLHFYTGQLFNIPAITQAGHAKGCFVGFDLAHAVGNVELHLHDWDVDFACWCSYKYLNSGAGGLAGAFIHEKHAHTIKPALVGWFGHELSTRFNMDNKLQLIPGVNGFRISNPPILLVCSLHASLEIFQQATMTALRRKSILLTGYLEYLLKHYHGGNDTENKRPVVNIITPSRAEERGCQLTLTFSISKKGVFKELEKRGVVCDKREPEGIRVAPVPLYNSFHDVYKFIRLLTAILDSTERN.